Dataset: Experimentally validated miRNA-target interactions with 360,000+ pairs, plus equal number of negative samples. Task: Binary Classification. Given a miRNA mature sequence and a target amino acid sequence, predict their likelihood of interaction. (1) The miRNA is hsa-miR-6133 with sequence UGAGGGAGGAGGUUGGGUA. The protein sequence of the target gene is MDCLCIVTTKKYRYQDEDTPPLEHSPAHLPNQANSPPVIVNTDTLEAPGYELQVNGTEGEMEYEEITLERGNSGLGFSIAGGTDNPHIGDDPSIFITKIIPGGAAAQDGRLRVNDSILFVNEVDVREVTHSAAVEALKEAGSIVRLYVMRRKPPAEKIIEIKLIKGPKGLGFSIAGGVGNQHIPGDNSIYVTKIIEGGAAHKDGRLQIGDKILAVNSVGLEDVMHEDAVAALKNTYDVVYLKVAKPSNAYLSDSYAPPDITTSYSQHLDNEISHSSYLGTDYPTAMTPTSPRRYSPVAKD.... Result: 0 (no interaction). (2) The miRNA is mmu-miR-5627-5p with sequence AGAGGGUGCGCCGGGCCCUGCG. Result: 0 (no interaction). The protein sequence of the target gene is MESALPSIFTLVIIAEFIIGNLSNGFIVLINCIDWVSKRELSSVDKLLIILAISRIGLIWEILVSWFLALHYLAIFVSGTGLRIMIFSWIVSNHFNLWLATIFSIFYLLKIASFSSPAFLYLKWRVNKVILMILLGTLVFLFLNLIQINMHIKDWLDRYERNTTWNFSMSDFETFSVSVKFTMTMFSLTPFTVAFISFLLLIFSLQKHLQKMQLNYKGHRDPRTKVHTNALKIVISFLLFYASFFLCVLISWISELYQNTVIYMLCETIGVFSPSSHSFLLILGNAKLRQAFLLVAAKVW.... (3) The miRNA is hsa-miR-4500 with sequence UGAGGUAGUAGUUUCUU. The protein sequence of the target gene is MASVALEDVAVNFTREEWALLGPCQKNLYKDVMQETIRNLDCVVMKWKDQNIEDQYRYPRKNLRCRMLERFVESKDGTQCGETSSQIQDSIVTKNTLPGVGPCESSMRGEKVMGHSSLNCYIRVGAGHKPHEYHECGEKPDTHKQRGKAFSYHNSFQTHERLHTGKKPYDCKECGKSFSSLGNLQRHMAVQRGDGPYKCKLCGKAFFWPSLLHMHERTHTGEKPYECKQCSKAFSFYSSYLRHERTHTGEKPYECKQCSKAFPFYSSYLRHERTHTGEKPYKCKQCSKAFPDSSSCLIHE.... Result: 1 (interaction). (4) The miRNA is hsa-miR-6779-3p with sequence AAGCCCUGUCUCCUCCCAUCU. The protein sequence of the target gene is MYHSLSETRHPLQPEEQEVGIDPLSSYSNKSGGDSNKNGRRTSSTLDSEGTFNSYRKEWEELFVNNNYLATIRQKGINGQLRSSRFRSICWKLFLCVLPQDKSQWISRIEELRAWYSNIKEIHITNPRKVVGQQDLMINNPLSQDEGSLWNKFFQDKELRSMIEQDVKRTFPEMQFFQQENVRKILTDVLFCYARENEQLLYKQGMHELLAPIVFVLHCDHQAFLHASESAQPSEEMKTVLNPEYLEHDAYAVFSQLMETAEPWFSTFEHDGQKGKETLMTPIPFARPQDLGPTIAIVTK.... Result: 1 (interaction).